Predict which catalyst facilitates the given reaction. From a dataset of Catalyst prediction with 721,799 reactions and 888 catalyst types from USPTO. Reactant: [C:1]([S:5][CH2:6][C:7]1[CH:8]=[C:9]([NH:15][C:16](=[O:21])[C:17]([CH3:20])([CH3:19])[CH3:18])[CH:10]=[CH:11][C:12]=1[CH2:13]O)([CH3:4])([CH3:3])[CH3:2].P(Br)(Br)[Br:23]. Product: [Br:23][CH2:13][C:12]1[CH:11]=[CH:10][C:9]([NH:15][C:16](=[O:21])[C:17]([CH3:20])([CH3:19])[CH3:18])=[CH:8][C:7]=1[CH2:6][S:5][C:1]([CH3:4])([CH3:3])[CH3:2]. The catalyst class is: 57.